From a dataset of Retrosynthesis with 50K atom-mapped reactions and 10 reaction types from USPTO. Predict the reactants needed to synthesize the given product. (1) Given the product COC(=O)c1ccccc1NC(=O)c1ccc(Oc2ccc3ccccc3c2)cc1, predict the reactants needed to synthesize it. The reactants are: COC(=O)c1ccccc1N.O=C(O)c1ccc(Oc2ccc3ccccc3c2)cc1. (2) Given the product Cc1cccc(C)c1NC(=O)CN1CCN([C@H]2CCN(C(=O)c3cc(C(F)(F)F)cc(C(F)(F)F)c3)C[C@H]2c2ccccc2)CC1, predict the reactants needed to synthesize it. The reactants are: Cc1cccc(C)c1NC(=O)CCl.O=C(c1cc(C(F)(F)F)cc(C(F)(F)F)c1)N1CC[C@H](N2CCNCC2)[C@H](c2ccccc2)C1.